Dataset: Catalyst prediction with 721,799 reactions and 888 catalyst types from USPTO. Task: Predict which catalyst facilitates the given reaction. (1) Reactant: C(OC(=O)[N:7]([CH2:12][C:13]1[CH:14]=[N:15][C:16]([C:19]2[S:27][C:26]3[C:21](=[N:22][CH:23]=[CH:24][C:25]=3[O:28][C:29]3[CH:34]=[CH:33][C:32]([NH:35][C:36]([NH:38][CH:39]4[CH2:41][CH2:40]4)=[O:37])=[CH:31][C:30]=3[F:42])[CH:20]=2)=[CH:17][CH:18]=1)[CH2:8][CH2:9][O:10][CH3:11])(C)(C)C.C(O)(C(F)(F)F)=O.C(OCC)C. Product: [CH:39]1([NH:38][C:36]([NH:35][C:32]2[CH:33]=[CH:34][C:29]([O:28][C:25]3[CH:24]=[CH:23][N:22]=[C:21]4[CH:20]=[C:19]([C:16]5[CH:17]=[CH:18][C:13]([CH2:12][NH:7][CH2:8][CH2:9][O:10][CH3:11])=[CH:14][N:15]=5)[S:27][C:26]=34)=[C:30]([F:42])[CH:31]=2)=[O:37])[CH2:41][CH2:40]1. The catalyst class is: 4. (2) Product: [NH2:22][C:18]1[NH:19][C:20](=[O:21])[C:15]2[CH:14]=[C:13]([CH2:12][CH2:11][CH2:10][C:7]3[S:6][C:5]([C:3]([OH:4])=[O:2])=[CH:9][CH:8]=3)[NH:23][C:16]=2[N:17]=1. Reactant: C[O:2][C:3]([C:5]1[S:6][C:7]([CH2:10][CH2:11][CH2:12][C:13]2[NH:23][C:16]3[N:17]=[C:18]([NH2:22])[NH:19][C:20](=[O:21])[C:15]=3[CH:14]=2)=[CH:8][CH:9]=1)=[O:4].[OH-].[Na+].CO.C(Cl)(Cl)Cl. The catalyst class is: 5. (3) Reactant: C(OC([N:8]1[CH2:13][CH2:12][CH:11]([CH2:14][CH2:15][C:16](=[O:28])[N:17]([C:20]2[CH:25]=[CH:24][C:23]([Cl:26])=[C:22]([Cl:27])[CH:21]=2)[CH2:18][CH3:19])[CH2:10][CH2:9]1)=O)(C)(C)C.C1(C)C=CC=CC=1.[C:36]([OH:43])(=[O:42])/[CH:37]=[CH:38]/[C:39]([OH:41])=[O:40]. Product: [C:36]([OH:43])(=[O:42])/[CH:37]=[CH:38]/[C:39]([OH:41])=[O:40].[Cl:27][C:22]1[CH:21]=[C:20]([N:17]([CH2:18][CH3:19])[C:16](=[O:28])[CH2:15][CH2:14][CH:11]2[CH2:10][CH2:9][NH:8][CH2:13][CH2:12]2)[CH:25]=[CH:24][C:23]=1[Cl:26]. The catalyst class is: 138. (4) Reactant: [CH3:1][O:2][C:3]1[CH:4]=[C:5]([CH:7]=[C:8]([O:11][CH3:12])[C:9]=1[CH3:10])[NH2:6].C(=O)([O-])[O-].[K+].[K+].[CH3:19][C:20]([O:23][C:24](O[C:24]([O:23][C:20]([CH3:22])([CH3:21])[CH3:19])=[O:25])=[O:25])([CH3:22])[CH3:21]. Product: [C:20]([O:23][C:24](=[O:25])[NH:6][C:5]1[CH:7]=[C:8]([O:11][CH3:12])[C:9]([CH3:10])=[C:3]([O:2][CH3:1])[CH:4]=1)([CH3:22])([CH3:21])[CH3:19]. The catalyst class is: 38. (5) Reactant: C(OC(=O)[NH:7][C:8]1[CH:13]=[CH:12][C:11]([CH:14]([CH3:16])[CH3:15])=[CH:10][C:9]=1[NH:17][C:18](=[O:30])[CH2:19][C:20]([C:22]1[CH:27]=[CH:26][N:25]=[C:24]([C:28]#[N:29])[CH:23]=1)=O)(C)(C)C.C(O)(C(F)(F)F)=O. Product: [CH:14]([C:11]1[CH:12]=[CH:13][C:8]2[N:7]=[C:20]([C:22]3[CH:27]=[CH:26][N:25]=[C:24]([C:28]#[N:29])[CH:23]=3)[CH2:19][C:18](=[O:30])[NH:17][C:9]=2[CH:10]=1)([CH3:16])[CH3:15]. The catalyst class is: 2. (6) Product: [N+:1]([C:9]1[CH:10]=[CH:11][C:6]([C:12]2([C:15]#[N:16])[CH2:13][CH2:14]2)=[CH:7][CH:8]=1)([O-:4])=[O:2]. The catalyst class is: 82. Reactant: [N+:1]([O-:4])([O-])=[O:2].[K+].[C:6]1([C:12]2([C:15]#[N:16])[CH2:14][CH2:13]2)[CH:11]=[CH:10][CH:9]=[CH:8][CH:7]=1. (7) Reactant: [N+:1]([C:4]1[CH:5]=[N:6][N:7]([CH:9]2[CH2:14][CH2:13][N:12]([C:15](OC(C)(C)C)=O)[CH2:11][CH2:10]2)[CH:8]=1)([O-:3])=[O:2].C(O)=O.C=O. Product: [CH3:15][N:12]1[CH2:13][CH2:14][CH:9]([N:7]2[CH:8]=[C:4]([N+:1]([O-:3])=[O:2])[CH:5]=[N:6]2)[CH2:10][CH2:11]1. The catalyst class is: 6. (8) Product: [F:1][C:2]1[C:14]([F:15])=[CH:13][C:5]2[NH:6][C:7]([C:9]([N:19]([CH2:18][CH:17]([CH3:41])[CH3:16])[C@H:20]3[CH2:25][C@@H:24]([C:26]([N:28]4[CH2:33][CH2:32][O:31][CH2:30][CH2:29]4)=[O:27])[CH2:23][N:22]([C:34]([O:36][C:37]([CH3:39])([CH3:38])[CH3:40])=[O:35])[CH2:21]3)=[O:43])=[N:8][C:4]=2[CH:3]=1. Reactant: [F:1][C:2]1[C:14]([F:15])=[CH:13][C:5]2[NH:6][C:7]([C:9](Cl)(Cl)Cl)=[N:8][C:4]=2[CH:3]=1.[CH3:16][CH:17]([CH3:41])[CH2:18][NH:19][C@H:20]1[CH2:25][C@@H:24]([C:26]([N:28]2[CH2:33][CH2:32][O:31][CH2:30][CH2:29]2)=[O:27])[CH2:23][N:22]([C:34]([O:36][C:37]([CH3:40])([CH3:39])[CH3:38])=[O:35])[CH2:21]1.C(=O)([O-])[OH:43].[Na+].O. The catalyst class is: 1.